This data is from Merck oncology drug combination screen with 23,052 pairs across 39 cell lines. The task is: Regression. Given two drug SMILES strings and cell line genomic features, predict the synergy score measuring deviation from expected non-interaction effect. (1) Drug 1: O=S1(=O)NC2(CN1CC(F)(F)F)C1CCC2Cc2cc(C=CCN3CCC(C(F)(F)F)CC3)ccc2C1. Drug 2: COC1=C2CC(C)CC(OC)C(O)C(C)C=C(C)C(OC(N)=O)C(OC)C=CC=C(C)C(=O)NC(=CC1=O)C2=O. Cell line: HT144. Synergy scores: synergy=4.22. (2) Synergy scores: synergy=0.739. Drug 2: NC(=O)c1cccc2cn(-c3ccc(C4CCCNC4)cc3)nc12. Cell line: ZR751. Drug 1: O=C(O)C1(Cc2cccc(Nc3nccs3)n2)CCC(Oc2cccc(Cl)c2F)CC1. (3) Synergy scores: synergy=23.1. Cell line: A427. Drug 2: Cn1c(=O)n(-c2ccc(C(C)(C)C#N)cc2)c2c3cc(-c4cnc5ccccc5c4)ccc3ncc21. Drug 1: CN1C(=O)C=CC2(C)C3CCC4(C)C(NC(=O)OCC(F)(F)F)CCC4C3CCC12.